Predict the reactants needed to synthesize the given product. From a dataset of Full USPTO retrosynthesis dataset with 1.9M reactions from patents (1976-2016). (1) Given the product [Cl:27][C:28]1[CH:29]=[C:30]([C:2]2[N:3]=[C:4]([N:11]3[C:19]4[C:14](=[C:15]([O:20][CH2:21][C:22]([O:24][CH2:25][CH3:26])=[O:23])[CH:16]=[CH:17][CH:18]=4)[CH2:13][CH2:12]3)[C:5]3[CH2:10][CH2:9][CH2:8][C:6]=3[N:7]=2)[CH:31]=[CH:32][C:33]=1[O:34][CH3:35], predict the reactants needed to synthesize it. The reactants are: Cl[C:2]1[N:3]=[C:4]([N:11]2[C:19]3[C:14](=[C:15]([O:20][CH2:21][C:22]([O:24][CH2:25][CH3:26])=[O:23])[CH:16]=[CH:17][CH:18]=3)[CH2:13][CH2:12]2)[C:5]2[CH2:10][CH2:9][CH2:8][C:6]=2[N:7]=1.[Cl:27][C:28]1[CH:29]=[C:30](B(O)O)[CH:31]=[CH:32][C:33]=1[O:34][CH3:35].C(=O)([O-])[O-].[Na+].[Na+]. (2) Given the product [OH:15][C:8]1[CH:13]=[CH:12][N:11]=[C:10]([NH:14][C:4](=[O:6])[CH2:3][O:2][CH3:1])[CH:9]=1, predict the reactants needed to synthesize it. The reactants are: [CH3:1][O:2][CH2:3][C:4]([OH:6])=O.Cl[C:8]1[CH:13]=[CH:12][N:11]=[C:10]([NH2:14])[CH:9]=1.[OH-:15].[Na+]. (3) Given the product [C:1]1([C:16]2[CH:17]=[CH:18][CH:19]=[CH:20][CH:21]=2)[CH:6]=[CH:5][C:4]([CH:7]([N:14]([CH3:15])[C:34](=[O:36])[CH2:33][N:28]2[C:27]3[CH:37]=[C:38]([C:39]([F:42])([F:41])[F:40])[C:24]([O:23][CH3:22])=[CH:25][C:26]=3[O:31][CH2:30][C:29]2=[O:32])[CH2:8][N:9]2[CH2:13][CH2:12][CH2:11][CH2:10]2)=[CH:3][CH:2]=1, predict the reactants needed to synthesize it. The reactants are: [C:1]1([C:16]2[CH:21]=[CH:20][CH:19]=[CH:18][CH:17]=2)[CH:6]=[CH:5][C:4]([CH:7]([NH:14][CH3:15])[CH2:8][N:9]2[CH2:13][CH2:12][CH2:11][CH2:10]2)=[CH:3][CH:2]=1.[CH3:22][O:23][C:24]1[C:38]([C:39]([F:42])([F:41])[F:40])=[CH:37][C:27]2[N:28]([CH2:33][C:34]([OH:36])=O)[C:29](=[O:32])[CH2:30][O:31][C:26]=2[CH:25]=1.C(N(CC)CC)C.F[P-](F)(F)(F)(F)F.N1(O[P+](N(C)C)(N(C)C)N(C)C)C2C=CC=CC=2N=N1.FC(F)(F)C(O)=O.